Dataset: Catalyst prediction with 721,799 reactions and 888 catalyst types from USPTO. Task: Predict which catalyst facilitates the given reaction. (1) Reactant: [Cl:1][C:2]1[CH:9]=[CH:8][CH:7]=[C:6]([O:10][CH2:11][OH:12])[C:3]=1[CH:4]=O.[CH3:13][O:14][C:15]1[CH:20]=[CH:19][C:18]([CH2:21]C(O)=O)=[CH:17][CH:16]=1.[C:25]([O-])(=[O:27])C.[Na+].O. Product: [Cl:1][C:2]1[CH:9]=[C:8]([O:27][CH3:25])[CH:7]=[C:6]2[C:3]=1[CH:4]=[C:21]([C:18]1[CH:19]=[CH:20][C:15]([O:14][CH3:13])=[CH:16][CH:17]=1)[C:11](=[O:12])[O:10]2. The catalyst class is: 152. (2) Reactant: [C:1]([C:5]1[CH:17]=[CH:16][C:15]2[C:14]3[C:9](=[CH:10][C:11]([C:18]([CH3:21])([CH3:20])[CH3:19])=[CH:12][CH:13]=3)[CH2:8][C:7]=2[CH:6]=1)([CH3:4])([CH3:3])[CH3:2].[CH3:22]CCCCC.C([Li])CCC.[C:33]([C:37]1[CH:38]=[CH:39][C:40](=[C:42]([CH3:44])[CH3:43])[CH:41]=1)([CH3:36])([CH3:35])[CH3:34]. Product: [C:33]([C:37]1[CH:38]=[C:39]([CH3:22])[CH:40]([C:42]([C:10]2[C:9]3[CH2:8][C:7]4[C:15](=[CH:16][CH:17]=[C:5]([C:1]([CH3:4])([CH3:3])[CH3:2])[CH:6]=4)[C:14]=3[CH:13]=[CH:12][C:11]=2[C:18]([CH3:21])([CH3:20])[CH3:19])([CH3:44])[CH3:43])[CH:41]=1)([CH3:36])([CH3:35])[CH3:34]. The catalyst class is: 20.